Dataset: Forward reaction prediction with 1.9M reactions from USPTO patents (1976-2016). Task: Predict the product of the given reaction. (1) Given the reactants [CH3:1][O:2][CH2:3][C@@H:4]1[CH2:8][CH2:7][CH2:6][N:5]1[CH2:9][C:10]1[CH:11]=[C:12]([CH:16]=[C:17]([CH3:19])[CH:18]=1)[C:13]([OH:15])=O.CN(C(ON1N=NC2C=CC=CC1=2)=[N+](C)C)C.F[P-](F)(F)(F)(F)F.C1C=CC2N(O)N=NC=2C=1.C(N(CC)C(C)C)(C)C.[NH2:63][C@@H:64]([CH2:78][C:79]1[CH:84]=[C:83]([F:85])[CH:82]=[C:81]([F:86])[CH:80]=1)[C@H:65]([OH:77])[CH2:66][NH:67][CH2:68][C:69]1[CH:74]=[CH:73][CH:72]=[C:71]([CH2:75][CH3:76])[CH:70]=1.[ClH:87], predict the reaction product. The product is: [ClH:87].[ClH:87].[F:85][C:83]1[CH:84]=[C:79]([CH:80]=[C:81]([F:86])[CH:82]=1)[CH2:78][C@H:64]([NH:63][C:13](=[O:15])[C:12]1[CH:16]=[C:17]([CH3:19])[CH:18]=[C:10]([CH2:9][N:5]2[CH2:6][CH2:7][CH2:8][C@H:4]2[CH2:3][O:2][CH3:1])[CH:11]=1)[C@H:65]([OH:77])[CH2:66][NH:67][CH2:68][C:69]1[CH:74]=[CH:73][CH:72]=[C:71]([CH2:75][CH3:76])[CH:70]=1. (2) Given the reactants [Br:1][C:2]1[CH:3]=[C:4]([NH:11]C(OCC)=O)[C:5]([N+:8]([O-:10])=[O:9])=[N:6][CH:7]=1.[OH-].[K+], predict the reaction product. The product is: [Br:1][C:2]1[CH:3]=[C:4]([NH2:11])[C:5]([N+:8]([O-:10])=[O:9])=[N:6][CH:7]=1.